Task: Predict which catalyst facilitates the given reaction.. Dataset: Catalyst prediction with 721,799 reactions and 888 catalyst types from USPTO Reactant: [I:1][C:2]1[CH:7]=[CH:6][C:5]([CH2:8][N:9]2[C:13]3[C:14](=[O:18])[CH2:15][CH2:16][CH2:17][C:12]=3[N:11]=[C:10]2[CH:19]([CH3:21])[CH3:20])=[CH:4][CH:3]=1.ClCCl.[BH4-].[Na+]. Product: [I:1][C:2]1[CH:3]=[CH:4][C:5]([CH2:8][N:9]2[C:13]3[CH:14]([OH:18])[CH2:15][CH2:16][CH2:17][C:12]=3[N:11]=[C:10]2[CH:19]([CH3:21])[CH3:20])=[CH:6][CH:7]=1. The catalyst class is: 5.